Task: Regression. Given two drug SMILES strings and cell line genomic features, predict the synergy score measuring deviation from expected non-interaction effect.. Dataset: NCI-60 drug combinations with 297,098 pairs across 59 cell lines (1) Drug 1: C1=C(C(=O)NC(=O)N1)F. Drug 2: C1CC(C1)(C(=O)O)C(=O)O.[NH2-].[NH2-].[Pt+2]. Cell line: ACHN. Synergy scores: CSS=55.9, Synergy_ZIP=-4.05, Synergy_Bliss=-4.91, Synergy_Loewe=-3.47, Synergy_HSA=2.14. (2) Drug 1: C1CCC(C1)C(CC#N)N2C=C(C=N2)C3=C4C=CNC4=NC=N3. Drug 2: CNC(=O)C1=NC=CC(=C1)OC2=CC=C(C=C2)NC(=O)NC3=CC(=C(C=C3)Cl)C(F)(F)F. Cell line: COLO 205. Synergy scores: CSS=34.0, Synergy_ZIP=3.06, Synergy_Bliss=-1.08, Synergy_Loewe=-22.6, Synergy_HSA=-8.15. (3) Drug 1: CCCCCOC(=O)NC1=NC(=O)N(C=C1F)C2C(C(C(O2)C)O)O. Drug 2: CC1=C(C(=CC=C1)Cl)NC(=O)C2=CN=C(S2)NC3=CC(=NC(=N3)C)N4CCN(CC4)CCO. Cell line: OVCAR-5. Synergy scores: CSS=2.83, Synergy_ZIP=-1.71, Synergy_Bliss=-1.78, Synergy_Loewe=-4.78, Synergy_HSA=-2.31. (4) Drug 1: CC12CCC3C(C1CCC2=O)CC(=C)C4=CC(=O)C=CC34C. Drug 2: C1=CC=C(C(=C1)C(C2=CC=C(C=C2)Cl)C(Cl)Cl)Cl. Cell line: EKVX. Synergy scores: CSS=21.6, Synergy_ZIP=3.86, Synergy_Bliss=5.83, Synergy_Loewe=-8.58, Synergy_HSA=6.16. (5) Drug 1: CC1=C(C(CCC1)(C)C)C=CC(=CC=CC(=CC(=O)O)C)C. Drug 2: N.N.Cl[Pt+2]Cl. Cell line: SR. Synergy scores: CSS=40.3, Synergy_ZIP=-1.28, Synergy_Bliss=-4.08, Synergy_Loewe=-21.6, Synergy_HSA=-6.87.